Dataset: Full USPTO retrosynthesis dataset with 1.9M reactions from patents (1976-2016). Task: Predict the reactants needed to synthesize the given product. (1) The reactants are: Br[CH:2]1[CH2:6][CH2:5][N:4]([C:7]2[CH:8]=[N:9][N:10]([C:15]3[CH:20]=[CH:19][C:18]([Cl:21])=[CH:17][CH:16]=3)[C:11]=2[CH:12]([CH3:14])[CH3:13])[C:3]1=[O:22].[CH2:23]([C:25]1[NH:26][CH:27]=[C:28]([C:30]([F:33])([F:32])[F:31])[N:29]=1)[CH3:24].C([O-])([O-])=O.[K+].[K+]. Given the product [Cl:21][C:18]1[CH:19]=[CH:20][C:15]([N:10]2[C:11]([CH:12]([CH3:14])[CH3:13])=[C:7]([N:4]3[CH2:5][CH2:6][CH:2]([N:26]4[CH:27]=[C:28]([C:30]([F:31])([F:32])[F:33])[N:29]=[C:25]4[CH2:23][CH3:24])[C:3]3=[O:22])[CH:8]=[N:9]2)=[CH:16][CH:17]=1, predict the reactants needed to synthesize it. (2) The reactants are: [CH3:1][O:2][C:3]1[CH:4]=[N:5][C:6]2[C:11]([CH:12]=1)=[CH:10][C:9]([C:13](OC)=O)=[CH:8][CH:7]=2.IC1C=[C:20]2[C:25](=CC=1)[N:24]=C[C:22]([O:28]C)=[CH:21]2.[C:53]1(P([C:53]2[CH:58]=[CH:57][CH:56]=[CH:55][CH:54]=2)CCCP([C:53]2[CH:58]=[CH:57][CH:56]=[CH:55][CH:54]=2)[C:53]2[CH:58]=[CH:57][CH:56]=[CH:55][CH:54]=2)[CH:58]=[CH:57][CH:56]=[CH:55][CH:54]=1.C([N:61](CC)CC)C.CO. Given the product [CH3:1][O:2][C:3]1[CH:4]=[N:5][C:6]2[C:11]([CH:12]=1)=[CH:10][C:9]([CH2:13][N:61]1[C:22](=[O:28])[CH:21]=[CH:20][C:25]([C:53]3[CH:54]=[CH:55][CH:56]=[CH:57][CH:58]=3)=[N:24]1)=[CH:8][CH:7]=2, predict the reactants needed to synthesize it. (3) Given the product [CH3:30][C:29]1[O:28][C:27]([C:31]2[CH:32]=[CH:33][CH:34]=[CH:35][CH:36]=2)=[N:26][C:25]=1[CH2:24][O:23][C:22]1[CH:21]=[CH:20][C:19]([CH2:18][O:3]/[N:4]=[C:5](/[C:11]2[CH:12]=[N:13][CH:14]=[CH:15][CH:16]=2)\[C:6]([O:8][CH2:9][CH3:10])=[O:7])=[CH:38][CH:37]=1, predict the reactants needed to synthesize it. The reactants are: [H-].[Na+].[OH:3]/[N:4]=[C:5](/[C:11]1[CH:12]=[N:13][CH:14]=[CH:15][CH:16]=1)\[C:6]([O:8][CH2:9][CH3:10])=[O:7].Cl[CH2:18][C:19]1[CH:38]=[CH:37][C:22]([O:23][CH2:24][C:25]2[N:26]=[C:27]([C:31]3[CH:36]=[CH:35][CH:34]=[CH:33][CH:32]=3)[O:28][C:29]=2[CH3:30])=[CH:21][CH:20]=1.Cl.C(=O)(O)[O-].[Na+]. (4) Given the product [CH2:13]([NH:20][C:4]1[C:5]2[S:10][CH:9]=[C:8]([CH3:11])[C:6]=2[N:7]=[C:2]([Cl:1])[N:3]=1)[C:14]1[CH:19]=[CH:18][CH:17]=[CH:16][CH:15]=1, predict the reactants needed to synthesize it. The reactants are: [Cl:1][C:2]1[N:3]=[C:4](Cl)[C:5]2[S:10][CH:9]=[C:8]([CH3:11])[C:6]=2[N:7]=1.[CH2:13]([NH2:20])[C:14]1[CH:19]=[CH:18][CH:17]=[CH:16][CH:15]=1.O. (5) Given the product [CH:17]1([C:2]2[CH:11]=[C:10]3[C:5]([CH:6]=[C:7]([C:12]([O:14][CH2:15][CH3:16])=[O:13])[CH:8]=[N:9]3)=[N:4][CH:3]=2)[CH2:19][CH2:18]1, predict the reactants needed to synthesize it. The reactants are: Br[C:2]1[CH:11]=[C:10]2[C:5]([CH:6]=[C:7]([C:12]([O:14][CH2:15][CH3:16])=[O:13])[CH:8]=[N:9]2)=[N:4][CH:3]=1.[CH:17]1(B(O)O)[CH2:19][CH2:18]1.P([O-])([O-])([O-])=O.[K+].[K+].[K+].C1(C)C=CC=CC=1.O.C([O-])(O)=O.[Na+].